Dataset: Full USPTO retrosynthesis dataset with 1.9M reactions from patents (1976-2016). Task: Predict the reactants needed to synthesize the given product. (1) Given the product [CH3:1][O:2][C:3](=[O:16])[CH:4]=[CH:5][C:6]1[CH:11]=[CH:10][CH:9]=[C:8]([S:12](=[O:14])(=[O:13])[NH:17][C:18]2[C:27]3[C:22](=[CH:23][CH:24]=[CH:25][CH:26]=3)[CH:21]=[CH:20][CH:19]=2)[CH:7]=1, predict the reactants needed to synthesize it. The reactants are: [CH3:1][O:2][C:3](=[O:16])[CH:4]=[CH:5][C:6]1[CH:11]=[CH:10][CH:9]=[C:8]([S:12](Cl)(=[O:14])=[O:13])[CH:7]=1.[NH2:17][C:18]1[C:27]2[C:22](=[CH:23][CH:24]=[CH:25][CH:26]=2)[CH:21]=[CH:20][CH:19]=1.C([O-])(O)=O.[Na+]. (2) Given the product [Cl:1][C:2]1[CH:7]=[CH:6][CH:5]=[C:4]([F:8])[C:3]=1[C:9]1[N:13]=[C:12]([C:14]2[CH:18]=[C:17]([C:19]3[CH:24]=[CH:23][CH:22]=[C:21]([C:25]([F:28])([F:27])[F:26])[CH:20]=3)[S:16][C:15]=2[Cl:30])[N:11]([CH3:29])[N:10]=1, predict the reactants needed to synthesize it. The reactants are: [Cl:1][C:2]1[CH:7]=[CH:6][CH:5]=[C:4]([F:8])[C:3]=1[C:9]1[N:13]=[C:12]([C:14]2[CH:18]=[C:17]([C:19]3[CH:24]=[CH:23][CH:22]=[C:21]([C:25]([F:28])([F:27])[F:26])[CH:20]=3)[S:16][CH:15]=2)[N:11]([CH3:29])[N:10]=1.[Cl:30]N1C(=O)CCC1=O.O. (3) Given the product [Cl:19][C:20]1[CH:21]=[CH:22][C:23]([N:26]2[CH2:31][CH2:30][N:29]([C:2]3[N:3]=[C:4]([NH:11][C@H:12]([CH:16]([CH3:18])[CH3:17])[C:13]([NH2:15])=[O:14])[C:5]4[S:10][CH2:9][CH2:8][C:6]=4[N:7]=3)[CH2:28][CH2:27]2)=[CH:24][CH:25]=1, predict the reactants needed to synthesize it. The reactants are: Cl[C:2]1[N:3]=[C:4]([NH:11][C@H:12]([CH:16]([CH3:18])[CH3:17])[C:13]([NH2:15])=[O:14])[C:5]2[S:10][CH2:9][CH2:8][C:6]=2[N:7]=1.[Cl:19][C:20]1[CH:25]=[CH:24][C:23]([N:26]2[CH2:31][CH2:30][NH:29][CH2:28][CH2:27]2)=[CH:22][CH:21]=1.C(N(C(C)C)CC)(C)C.O.